The task is: Predict which catalyst facilitates the given reaction.. This data is from Catalyst prediction with 721,799 reactions and 888 catalyst types from USPTO. (1) Reactant: [NH2:1][C@H:2]1[C:7]([F:9])([F:8])[CH2:6][CH2:5][CH2:4][C@H:3]1[NH:10][C:11]1[N:12]=[C:13](Cl)[C:14]([C:17]#[N:18])=[N:15][CH:16]=1.Cl.[CH3:21][C:22]1[CH:26]=[C:25]([NH2:27])[S:24][N:23]=1.C([O-])([O-])=O.[K+].[K+].C1C=CC(P(C2C(C3C(P(C4C=CC=CC=4)C4C=CC=CC=4)=CC=C4C=3C=CC=C4)=C3C(C=CC=C3)=CC=2)C2C=CC=CC=2)=CC=1. Product: [NH2:1][C@H:2]1[C:7]([F:9])([F:8])[CH2:6][CH2:5][CH2:4][C@H:3]1[NH:10][C:11]1[N:12]=[C:13]([NH:27][C:25]2[S:24][N:23]=[C:22]([CH3:21])[CH:26]=2)[C:14]([C:17]#[N:18])=[N:15][CH:16]=1. The catalyst class is: 231. (2) Reactant: [CH3:1][O:2][C:3](=[O:12])[CH:4](O)[C:5]1[CH:10]=[CH:9][CH:8]=[CH:7][CH:6]=1.C(=O)([O-])[O-:14].[K+].[K+].[CH2:19]([O:21][C:22](=[O:27])[CH2:23][CH2:24][CH2:25]Br)[CH3:20]. Product: [CH3:1][O:2][C:3](=[O:12])[CH2:4][C:5]1[CH:10]=[CH:9][C:8]([O:14][CH2:25][CH2:24][CH2:23][C:22]([O:21][CH2:19][CH3:20])=[O:27])=[CH:7][CH:6]=1. The catalyst class is: 21.